From a dataset of NCI-60 drug combinations with 297,098 pairs across 59 cell lines. Regression. Given two drug SMILES strings and cell line genomic features, predict the synergy score measuring deviation from expected non-interaction effect. (1) Drug 1: C1C(C(OC1N2C=NC3=C(N=C(N=C32)Cl)N)CO)O. Drug 2: CS(=O)(=O)CCNCC1=CC=C(O1)C2=CC3=C(C=C2)N=CN=C3NC4=CC(=C(C=C4)OCC5=CC(=CC=C5)F)Cl. Cell line: NCI-H460. Synergy scores: CSS=-0.179, Synergy_ZIP=-0.846, Synergy_Bliss=0.321, Synergy_Loewe=-5.22, Synergy_HSA=-0.976. (2) Drug 2: CC(C)CN1C=NC2=C1C3=CC=CC=C3N=C2N. Cell line: SK-MEL-28. Synergy scores: CSS=0.0855, Synergy_ZIP=-3.75, Synergy_Bliss=-7.92, Synergy_Loewe=-12.3, Synergy_HSA=-8.44. Drug 1: CC1C(C(=O)NC(C(=O)N2CCCC2C(=O)N(CC(=O)N(C(C(=O)O1)C(C)C)C)C)C(C)C)NC(=O)C3=C4C(=C(C=C3)C)OC5=C(C(=O)C(=C(C5=N4)C(=O)NC6C(OC(=O)C(N(C(=O)CN(C(=O)C7CCCN7C(=O)C(NC6=O)C(C)C)C)C)C(C)C)C)N)C.